Dataset: Catalyst prediction with 721,799 reactions and 888 catalyst types from USPTO. Task: Predict which catalyst facilitates the given reaction. (1) Reactant: [F:1][C:2]1[CH:3]=[C:4]2[C:9](=[CH:10][CH:11]=1)[CH2:8][N:7]([CH2:12][CH2:13][CH2:14][NH2:15])[CH:6]([CH2:16][C:17]1[CH:22]=[CH:21][C:20]([F:23])=[CH:19][CH:18]=1)[CH2:5]2.[NH2:24][C:25]1[CH:30]=[CH:29][N:28]=[CH:27][CH:26]=1.C1N=CN([C:36](N2C=NC=C2)=[O:37])C=1.O. Product: [F:1][C:2]1[CH:3]=[C:4]2[C:9](=[CH:10][CH:11]=1)[CH2:8][N:7]([CH2:12][CH2:13][CH2:14][NH:15][C:36]([NH:24][C:25]1[CH:30]=[CH:29][N:28]=[CH:27][CH:26]=1)=[O:37])[CH:6]([CH2:16][C:17]1[CH:18]=[CH:19][C:20]([F:23])=[CH:21][CH:22]=1)[CH2:5]2. The catalyst class is: 1. (2) Reactant: [CH3:1][O:2][C:3](=[O:32])[CH:4]([NH:19][C:20](=O)[C:21]1[CH:26]=[CH:25][C:24]([C:27]([F:30])([F:29])[F:28])=[CH:23][CH:22]=1)[C:5]([C:7]1[CH:12]=[CH:11][C:10]([C:13]2[CH:18]=[CH:17][CH:16]=[CH:15][CH:14]=2)=[CH:9][CH:8]=1)=O.COC1C=CC(P2(SP(C3C=CC(OC)=CC=3)(=S)S2)=[S:42])=CC=1. Product: [CH3:1][O:2][C:3]([C:4]1[N:19]=[C:20]([C:21]2[CH:26]=[CH:25][C:24]([C:27]([F:30])([F:29])[F:28])=[CH:23][CH:22]=2)[S:42][C:5]=1[C:7]1[CH:12]=[CH:11][C:10]([C:13]2[CH:18]=[CH:17][CH:16]=[CH:15][CH:14]=2)=[CH:9][CH:8]=1)=[O:32]. The catalyst class is: 1. (3) Reactant: [F:1][C:2]1[CH:3]=[CH:4][C:5]2[N:6]([C:8]([C:11]([NH:13][C:14]3[CH:19]=[C:18]([C:20]4[N:24]=[C:23]([CH2:25][CH2:26][C:27](=[O:29])[CH3:28])[O:22][N:21]=4)[CH:17]=[CH:16][C:15]=3[CH3:30])=[O:12])=[CH:9][N:10]=2)[CH:7]=1.[CH3:31][Mg+].[Br-]. Product: [F:1][C:2]1[CH:3]=[CH:4][C:5]2[N:6]([C:8]([C:11]([NH:13][C:14]3[CH:19]=[C:18]([C:20]4[N:24]=[C:23]([CH2:25][CH2:26][C:27]([OH:29])([CH3:31])[CH3:28])[O:22][N:21]=4)[CH:17]=[CH:16][C:15]=3[CH3:30])=[O:12])=[CH:9][N:10]=2)[CH:7]=1. The catalyst class is: 1. (4) Reactant: [CH3:1][O:2][C:3]1[CH:4]=[C:5]([C@H:11]2[CH2:16][CH2:15][CH2:14][CH2:13][C@H:12]2[NH2:17])[CH:6]=[CH:7][C:8]=1[O:9][CH3:10].Cl.C(N=C=NCCCN(C)C)C.[CH3:30][O:31][C:32]1[N:40]=[C:39]([O:41][CH3:42])[CH:38]=[CH:37][C:33]=1[C:34](O)=[O:35]. Product: [CH3:1][O:2][C:3]1[CH:4]=[C:5]([C@H:11]2[CH2:16][CH2:15][CH2:14][CH2:13][C@H:12]2[NH:17][C:34](=[O:35])[C:33]2[CH:37]=[CH:38][C:39]([O:41][CH3:42])=[N:40][C:32]=2[O:31][CH3:30])[CH:6]=[CH:7][C:8]=1[O:9][CH3:10]. The catalyst class is: 112. (5) Reactant: [H-].[Al+3].[Li+].[H-].[H-].[H-].C(O)(C)(C)C.[H-].[C:13]([CH:17]1[CH2:20][C:19](=[O:21])[CH2:18]1)([CH3:16])([CH3:15])[CH3:14]. Product: [C:13]([C@@H:17]1[CH2:20][C@H:19]([OH:21])[CH2:18]1)([CH3:16])([CH3:15])[CH3:14]. The catalyst class is: 7. (6) Reactant: C([O:3][C:4]([C:6]1[CH:10]=[C:9]([CH3:11])[O:8][C:7]=1[C:12]([F:15])([F:14])[F:13])=O)C.CC(C[AlH]CC(C)C)C. Product: [CH3:11][C:9]1[O:8][C:7]([C:12]([F:15])([F:13])[F:14])=[C:6]([CH2:4][OH:3])[CH:10]=1. The catalyst class is: 28. (7) Reactant: Br[C:2]1[CH:23]=[CH:22][C:5]2=[C:6]([CH2:15][N:16]3[CH2:21][CH2:20][O:19][CH2:18][CH2:17]3)[CH:7]=[C:8]3[C:13]([C:12](=[O:14])N[CH:10]=[CH:9]3)=[C:4]2[CH:3]=1.[Cl-].[Li+].CC1(C)C(C)(C)OB([C:34]2[CH:46]=[CH:45][C:37]([CH2:38][N:39]3[CH2:44][CH2:43][O:42][CH2:41][CH2:40]3)=[CH:36][CH:35]=2)O1.[C:48](=O)([O-])[O-].[Na+].[Na+].N#N. Product: [N:16]1([CH2:15][C:6]2[C:5]3[C:4]([C:13]4[C:12](=[O:14])[CH2:48][CH:10]=[CH:9][C:8]=4[CH:7]=2)=[CH:3][C:2]([C:34]2[CH:35]=[CH:36][C:37]([CH2:38][N:39]4[CH2:40][CH2:41][O:42][CH2:43][CH2:44]4)=[CH:45][CH:46]=2)=[CH:23][CH:22]=3)[CH2:21][CH2:20][O:19][CH2:18][CH2:17]1. The catalyst class is: 128. (8) Reactant: [Br:1][CH:2]([CH:6]([CH3:8])[CH3:7])[C:3](O)=[O:4].Cl.[Cl:10][C:11]1[CH:16]=[CH:15][C:14]([CH:17]2[CH2:22][CH2:21][NH:20][CH2:19][CH2:18]2)=[CH:13][CH:12]=1.C1C=CC2N(O)N=NC=2C=1.CCN=C=NCCCN(C)C.CCN(C(C)C)C(C)C. Product: [Br:1][CH:2]([CH:6]([CH3:8])[CH3:7])[C:3]([N:20]1[CH2:21][CH2:22][CH:17]([C:14]2[CH:13]=[CH:12][C:11]([Cl:10])=[CH:16][CH:15]=2)[CH2:18][CH2:19]1)=[O:4]. The catalyst class is: 215. (9) Reactant: [F:1][C:2]1[CH:7]=[CH:6][C:5]([NH2:8])=[C:4]([NH2:9])[CH:3]=1.[CH3:10][C:11]1[C:12]([N:16]=[C:17]=[S:18])=[CH:13][S:14][CH:15]=1. Product: [NH2:8][C:5]1[CH:6]=[CH:7][C:2]([F:1])=[CH:3][C:4]=1[NH:9][C:17]([NH:16][C:12]1[C:11]([CH3:10])=[CH:15][S:14][CH:13]=1)=[S:18]. The catalyst class is: 1.